Dataset: Reaction yield outcomes from USPTO patents with 853,638 reactions. Task: Predict the reaction yield, written as a fraction of the theoretical maximum amount of product (1.0 means a 100% yield; for example, 0.34 means a 34% yield). (1) The reactants are [CH:1]([C:9]1[C:17]2[C:12](=[CH:13][C:14]([NH2:18])=[CH:15][CH:16]=2)[N:11]([CH2:19][O:20][CH2:21][CH2:22][Si:23]([CH3:26])([CH3:25])[CH3:24])[N:10]=1)=[CH:2][C:3]1[CH:8]=[CH:7][CH:6]=[CH:5][CH:4]=1.[N+:27]([C:30]1[CH:31]=[C:32](I)[CH:33]=[CH:34][CH:35]=1)([O-:29])=[O:28].C([O-])([O-])=O.[Cs+].[Cs+].C1(C)C=CC=CC=1. The catalyst is C(OCC)(=O)C.C1C=CC(/C=C/C(/C=C/C2C=CC=CC=2)=O)=CC=1.C1C=CC(/C=C/C(/C=C/C2C=CC=CC=2)=O)=CC=1.C1C=CC(/C=C/C(/C=C/C2C=CC=CC=2)=O)=CC=1.[Pd].[Pd].C1C=CC(P(C2C(C3C(P(C4C=CC=CC=4)C4C=CC=CC=4)=CC=C4C=3C=CC=C4)=C3C(C=CC=C3)=CC=2)C2C=CC=CC=2)=CC=1. The product is [N+:27]([C:30]1[CH:35]=[C:34]([NH:18][C:14]2[CH:13]=[C:12]3[C:17]([C:9]([CH:1]=[CH:2][C:3]4[CH:8]=[CH:7][CH:6]=[CH:5][CH:4]=4)=[N:10][N:11]3[CH2:19][O:20][CH2:21][CH2:22][Si:23]([CH3:24])([CH3:26])[CH3:25])=[CH:16][CH:15]=2)[CH:33]=[CH:32][CH:31]=1)([O-:29])=[O:28]. The yield is 0.740. (2) The reactants are [F:1][C:2]([F:29])([F:28])[C:3]1[CH:4]=[C:5]([C:13]([CH3:27])([CH3:26])[C:14]([N:16]([C:18]2[CH:19]=[N:20][C:21]([Cl:25])=[CH:22][C:23]=2I)[CH3:17])=[O:15])[CH:6]=[C:7]([C:9]([F:12])([F:11])[F:10])[CH:8]=1.B(O)(O)[C:31]1[C:36]([CH:37]=[O:38])=[CH:35][CH:34]=[CH:33][CH:32]=1.C(=O)([O-])[O-].[Na+].[Na+]. The catalyst is O1CCOCC1.C1C=CC([P]([Pd]([P](C2C=CC=CC=2)(C2C=CC=CC=2)C2C=CC=CC=2)([P](C2C=CC=CC=2)(C2C=CC=CC=2)C2C=CC=CC=2)[P](C2C=CC=CC=2)(C2C=CC=CC=2)C2C=CC=CC=2)(C2C=CC=CC=2)C2C=CC=CC=2)=CC=1. The product is [F:1][C:2]([F:29])([F:28])[C:3]1[CH:4]=[C:5]([C:13]([CH3:27])([CH3:26])[C:14]([N:16]([C:18]2[CH:19]=[N:20][C:21]([Cl:25])=[CH:22][C:23]=2[C:35]2[CH:34]=[CH:33][CH:32]=[CH:31][C:36]=2[CH:37]=[O:38])[CH3:17])=[O:15])[CH:6]=[C:7]([C:9]([F:12])([F:11])[F:10])[CH:8]=1. The yield is 0.550. (3) The reactants are [CH:1]([C:3]1[CH:10]=[CH:9][C:6]([CH2:7][Br:8])=[CH:5][CH:4]=1)=[CH2:2].[CH3:11][P:12]([CH3:14])[CH3:13]. The catalyst is CC#N. The product is [Br-:8].[CH3:11][P+:12]([CH3:14])([CH3:13])[CH2:7][C:6]1[CH:9]=[CH:10][C:3]([CH:1]=[CH2:2])=[CH:4][CH:5]=1. The yield is 0.980. (4) The reactants are [Br:1][C:2]1[CH:7]=[CH:6][C:5]([CH2:8][CH2:9][CH2:10][C:11]([O:13][CH3:14])=[O:12])=[CH:4][CH:3]=1.I[CH2:16][CH2:17][CH2:18][C:19]1[CH:24]=[CH:23][CH:22]=[CH:21][CH:20]=1. No catalyst specified. The product is [Br:1][C:2]1[CH:3]=[CH:4][C:5]([CH2:8][CH2:9][CH:10]([CH2:16][CH2:17][CH2:18][C:19]2[CH:24]=[CH:23][CH:22]=[CH:21][CH:20]=2)[C:11]([O:13][CH3:14])=[O:12])=[CH:6][CH:7]=1. The yield is 0.760. (5) The reactants are [C:1]([C:5]1[CH:10]=[CH:9][C:8]([OH:11])=[CH:7][CH:6]=1)([CH3:4])([CH3:3])[CH3:2].CO.O.C(Cl)[Cl:16]. No catalyst specified. The product is [C:1]([C:5]1[CH:6]=[CH:7][C:8]([OH:11])=[C:9]([Cl:16])[CH:10]=1)([CH3:4])([CH3:2])[CH3:3]. The yield is 0.950.